This data is from Full USPTO retrosynthesis dataset with 1.9M reactions from patents (1976-2016). The task is: Predict the reactants needed to synthesize the given product. Given the product [CH3:1][C:2]1([CH3:21])[O:7][C:6](=[S:31])[NH:5][C:4]2[CH:9]=[CH:10][C:11]([C:13]3[CH:14]=[C:15]([CH:18]=[CH:19][CH:20]=3)[C:16]#[N:17])=[CH:12][C:3]1=2, predict the reactants needed to synthesize it. The reactants are: [CH3:1][C:2]1([CH3:21])[O:7][C:6](=O)[NH:5][C:4]2[CH:9]=[CH:10][C:11]([C:13]3[CH:14]=[C:15]([CH:18]=[CH:19][CH:20]=3)[C:16]#[N:17])=[CH:12][C:3]1=2.COC1C=CC(P2(SP(C3C=CC(OC)=CC=3)(=S)S2)=[S:31])=CC=1.C(OCC)(=O)C.